From a dataset of Full USPTO retrosynthesis dataset with 1.9M reactions from patents (1976-2016). Predict the reactants needed to synthesize the given product. (1) Given the product [Cl:1][C:2]1[CH:7]=[CH:6][C:5]([C:8]2[C:14]3[CH:15]=[CH:16][CH:17]=[CH:18][C:13]=3[N:12]3[C:19]([CH3:22])=[N:20][N:21]=[C:11]3[CH:10]([CH2:23][C:24]([NH:35][CH2:36][CH3:37])=[O:25])[CH:9]=2)=[CH:4][CH:3]=1, predict the reactants needed to synthesize it. The reactants are: [Cl:1][C:2]1[CH:7]=[CH:6][C:5]([C:8]2[C:14]3[CH:15]=[CH:16][CH:17]=[CH:18][C:13]=3[N:12]3[C:19]([CH3:22])=[N:20][N:21]=[C:11]3[CH:10]([CH2:23][C:24](O)=[O:25])[CH:9]=2)=[CH:4][CH:3]=1.CN(C(O[N:35]1N=N[C:37]2C=CC=N[C:36]1=2)=[N+](C)C)C.F[P-](F)(F)(F)(F)F.C(N(CC)CC)C.C(N)C. (2) Given the product [Cl:13][C:6]1[C:7]2[CH:12]=[CH:11][N:10]([CH:23]3[CH2:22][C@H:21]([O:20][C:17]4[CH:16]=[CH:15][C:14]([CH3:36])=[CH:19][CH:18]=4)[C@@H:25]([CH2:26][O:27][C:28]4[CH:29]=[CH:30][C:31]([CH3:34])=[CH:32][CH:33]=4)[O:24]3)[C:8]=2[N:9]=[C:4]([NH2:3])[N:5]=1, predict the reactants needed to synthesize it. The reactants are: [OH-].[K+].[NH2:3][C:4]1[N:5]=[C:6]([Cl:13])[C:7]2[CH:12]=[CH:11][NH:10][C:8]=2[N:9]=1.[C:14]1([CH3:36])[CH:19]=[CH:18][C:17]([O:20][C@@H:21]2[C@@H:25]([CH2:26][O:27][C:28]3[CH:33]=[CH:32][C:31]([CH3:34])=[CH:30][CH:29]=3)[O:24][CH:23](Cl)[CH2:22]2)=[CH:16][CH:15]=1.